Dataset: NCI-60 drug combinations with 297,098 pairs across 59 cell lines. Task: Regression. Given two drug SMILES strings and cell line genomic features, predict the synergy score measuring deviation from expected non-interaction effect. (1) Drug 1: CC1C(C(=O)NC(C(=O)N2CCCC2C(=O)N(CC(=O)N(C(C(=O)O1)C(C)C)C)C)C(C)C)NC(=O)C3=C4C(=C(C=C3)C)OC5=C(C(=O)C(=C(C5=N4)C(=O)NC6C(OC(=O)C(N(C(=O)CN(C(=O)C7CCCN7C(=O)C(NC6=O)C(C)C)C)C)C(C)C)C)N)C. Drug 2: CCN(CC)CCNC(=O)C1=C(NC(=C1C)C=C2C3=C(C=CC(=C3)F)NC2=O)C. Cell line: OVCAR-4. Synergy scores: CSS=-2.86, Synergy_ZIP=3.13, Synergy_Bliss=1.67, Synergy_Loewe=-1.22, Synergy_HSA=-1.95. (2) Drug 1: C1CCC(CC1)NC(=O)N(CCCl)N=O. Drug 2: CC1CCCC2(C(O2)CC(NC(=O)CC(C(C(=O)C(C1O)C)(C)C)O)C(=CC3=CSC(=N3)C)C)C. Cell line: K-562. Synergy scores: CSS=9.84, Synergy_ZIP=2.43, Synergy_Bliss=-0.202, Synergy_Loewe=-1.20, Synergy_HSA=-0.334. (3) Cell line: SR. Drug 2: C1=CC=C(C=C1)NC(=O)CCCCCCC(=O)NO. Drug 1: CNC(=O)C1=CC=CC=C1SC2=CC3=C(C=C2)C(=NN3)C=CC4=CC=CC=N4. Synergy scores: CSS=74.6, Synergy_ZIP=4.70, Synergy_Bliss=6.05, Synergy_Loewe=3.79, Synergy_HSA=7.95. (4) Drug 1: C1CN1C2=NC(=NC(=N2)N3CC3)N4CC4. Drug 2: CC1C(C(CC(O1)OC2CC(CC3=C2C(=C4C(=C3O)C(=O)C5=CC=CC=C5C4=O)O)(C(=O)C)O)N)O. Cell line: A498. Synergy scores: CSS=79.4, Synergy_ZIP=-8.70, Synergy_Bliss=-4.79, Synergy_Loewe=1.29, Synergy_HSA=2.63. (5) Drug 1: CN1CCC(CC1)COC2=C(C=C3C(=C2)N=CN=C3NC4=C(C=C(C=C4)Br)F)OC. Drug 2: CNC(=O)C1=NC=CC(=C1)OC2=CC=C(C=C2)NC(=O)NC3=CC(=C(C=C3)Cl)C(F)(F)F. Cell line: MDA-MB-231. Synergy scores: CSS=59.7, Synergy_ZIP=-1.65, Synergy_Bliss=-0.0889, Synergy_Loewe=-0.645, Synergy_HSA=2.41. (6) Cell line: RPMI-8226. Drug 1: CC1=CC=C(C=C1)C2=CC(=NN2C3=CC=C(C=C3)S(=O)(=O)N)C(F)(F)F. Synergy scores: CSS=20.8, Synergy_ZIP=18.7, Synergy_Bliss=17.2, Synergy_Loewe=-21.6, Synergy_HSA=14.9. Drug 2: CC1=C2C(C(=O)C3(C(CC4C(C3C(C(C2(C)C)(CC1OC(=O)C(C(C5=CC=CC=C5)NC(=O)C6=CC=CC=C6)O)O)OC(=O)C7=CC=CC=C7)(CO4)OC(=O)C)O)C)OC(=O)C.